This data is from Reaction yield outcomes from USPTO patents with 853,638 reactions. The task is: Predict the reaction yield, written as a fraction of the theoretical maximum amount of product (1.0 means a 100% yield; for example, 0.34 means a 34% yield). (1) The reactants are [H-].[Na+].[Cl:3][C:4]1[CH:5]=[CH:6][C:7]([NH:10][C:11](=[O:18])[C@@H:12]([OH:17])[CH2:13][O:14][CH2:15][CH3:16])=[N:8][CH:9]=1.Cl[C:20]1[N:25]=[CH:24][N:23]=[C:22]2[N:26]([C:29]3[CH:34]=[CH:33][N:32]=[CH:31][C:30]=3[CH3:35])[N:27]=[CH:28][C:21]=12.C(O)(=O)CC(CC(O)=O)(C(O)=O)O. The catalyst is C1COCC1. The product is [Cl:3][C:4]1[CH:5]=[CH:6][C:7]([NH:10][C:11](=[O:18])[C@@H:12]([O:17][C:20]2[C:21]3[CH:28]=[N:27][N:26]([C:29]4[CH:34]=[CH:33][N:32]=[CH:31][C:30]=4[CH3:35])[C:22]=3[N:23]=[CH:24][N:25]=2)[CH2:13][O:14][CH2:15][CH3:16])=[N:8][CH:9]=1. The yield is 1.00. (2) The reactants are [NH:1]([C:7]([O:9][CH2:10][C:11]1[CH:16]=[CH:15][CH:14]=[CH:13][CH:12]=1)=[O:8])[C@H:2]([C:4]([OH:6])=O)[CH3:3].[NH2:17][C@H:18]([C:26]([O:28][C:29]([CH3:32])([CH3:31])[CH3:30])=[O:27])[CH2:19][C:20]1[CH:25]=[CH:24][CH:23]=[CH:22][CH:21]=1.Cl.CCN(C(C)C)C(C)C.CN(C(ON1N=NC2C=CC=NC1=2)=[N+](C)C)C.F[P-](F)(F)(F)(F)F. The catalyst is CC#N. The product is [C:11]1([CH2:10][O:9][C:7]([NH:1][C@H:2]([C:4]([NH:17][C@H:18]([C:26]([O:28][C:29]([CH3:32])([CH3:31])[CH3:30])=[O:27])[CH2:19][C:20]2[CH:25]=[CH:24][CH:23]=[CH:22][CH:21]=2)=[O:6])[CH3:3])=[O:8])[CH:16]=[CH:15][CH:14]=[CH:13][CH:12]=1. The yield is 0.950.